This data is from Forward reaction prediction with 1.9M reactions from USPTO patents (1976-2016). The task is: Predict the product of the given reaction. (1) Given the reactants Cl[C:2]1[N:3]=[C:4]([NH:12][CH:13]2[CH2:15][CH2:14]2)[C:5]2[S:10][CH:9]=[C:8]([CH3:11])[C:6]=2[N:7]=1.[CH2:16]([NH2:19])[CH:17]=[CH2:18].C(=O)([O-])O.[Na+], predict the reaction product. The product is: [CH2:16]([NH:19][C:2]1[N:3]=[C:4]([NH:12][CH:13]2[CH2:15][CH2:14]2)[C:5]2[S:10][CH:9]=[C:8]([CH3:11])[C:6]=2[N:7]=1)[CH:17]=[CH2:18]. (2) Given the reactants [C:1]([O:5][C:6]([NH:8][C@H:9]([C:13]([CH2:17][CH3:18])([CH3:16])[CH2:14][CH3:15])[C:10]([OH:12])=[O:11])=[O:7])([CH3:4])([CH3:3])[CH3:2].C(Cl)Cl.[CH2:22](O)[C:23]1[CH:28]=[CH:27][CH:26]=[CH:25][CH:24]=1.C(Cl)CCl, predict the reaction product. The product is: [C:1]([O:5][C:6]([NH:8][C@H:9]([C:13]([CH2:17][CH3:18])([CH3:16])[CH2:14][CH3:15])[C:10]([O:12][CH2:22][C:23]1[CH:28]=[CH:27][CH:26]=[CH:25][CH:24]=1)=[O:11])=[O:7])([CH3:4])([CH3:3])[CH3:2]. (3) The product is: [CH3:4][C:3]([CH3:6])([CH3:5])[C:15]([C:13]1[CH:12]=[N:11][CH:10]=[CH:34][CH:14]=1)([C:17]1[CH:22]=[CH:21][C:20]([C:23]2[CH:28]=[CH:27][C:26]([O:29][C:30]([F:33])([F:31])[F:32])=[CH:25][CH:24]=2)=[CH:19][N:18]=1)[OH:16]. Given the reactants [Li+].[Cl-].[C:3]([Mg]Cl)([CH3:6])([CH3:5])[CH3:4].N1[CH:14]=[C:13]([C:15]([C:17]2[CH:22]=[CH:21][C:20]([C:23]3[CH:28]=[CH:27][C:26]([O:29][C:30]([F:33])([F:32])[F:31])=[CH:25][CH:24]=3)=[CH:19][N:18]=2)=[O:16])[CH:12]=[N:11][CH:10]=1.[CH2:34]1COCC1, predict the reaction product. (4) Given the reactants [CH2:1]([C@@H:4]1[C:9](=[O:10])[N:8]([CH2:11][CH:12]2[CH2:14][CH2:13]2)[C@:7]2([C:22]3[C:17](=[CH:18][C:19]([Cl:23])=[CH:20][CH:21]=3)[N:16]([CH2:24][O:25][CH2:26][CH2:27][Si:28]([CH3:31])([CH3:30])[CH3:29])[C:15]2=[O:32])[C@@H:6]([C:33]2[CH:38]=[CH:37][CH:36]=[C:35]([Cl:39])[CH:34]=2)[CH2:5]1)[CH:2]=C.I([O-])(=O)(=O)=[O:41].[Na+].C(O)(=O)CC(CC(O)=O)(C(O)=O)O.[OH2:59].C(Cl)(Cl)(Cl)Cl.CC#N, predict the reaction product. The product is: [Cl:23][C:19]1[CH:18]=[C:17]2[N:16]([CH2:24][O:25][CH2:26][CH2:27][Si:28]([CH3:30])([CH3:31])[CH3:29])[C:15](=[O:32])[C@:7]3([C@@H:6]([C:33]4[CH:38]=[CH:37][CH:36]=[C:35]([Cl:39])[CH:34]=4)[CH2:5][C@H:4]([CH2:1][C:2]([OH:41])=[O:59])[C:9](=[O:10])[N:8]3[CH2:11][CH:12]3[CH2:14][CH2:13]3)[C:22]2=[CH:21][CH:20]=1. (5) Given the reactants C1C=CC(C2C=CC=CC=2)=CC=1.C1C=CC(OC2C=CC=CC=2)=CC=1.[Cl:26][C:27]1[N:32]=[CH:31][C:30]([NH:33][CH:34]=[C:35]([C:41](=[O:43])[CH3:42])[C:36]([O:38]CC)=O)=[CH:29][CH:28]=1, predict the reaction product. The product is: [Cl:26][C:27]1[N:32]=[C:31]2[C:30](=[CH:29][CH:28]=1)[N:33]=[CH:34][C:35]([C:41](=[O:43])[CH3:42])=[C:36]2[OH:38]. (6) Given the reactants [C:1]1([C@@H:7]([NH2:11])[CH2:8][CH2:9][CH3:10])[CH:6]=[CH:5][CH:4]=[CH:3][CH:2]=1.[CH:12]1[N:17]=[C:16](Cl)[C:15]2[N:19]=[CH:20][N:21]([C@@H:22]3[O:26][C@H:25]([CH2:27][OH:28])[C@@H:24]([OH:29])[C@H:23]3[OH:30])[C:14]=2[N:13]=1, predict the reaction product. The product is: [C:1]1([C@@H:7]([NH:11][C:16]2[C:15]3[N:19]=[CH:20][N:21]([C:14]=3[N:13]=[CH:12][N:17]=2)[C@@H:22]2[O:26][C@H:25]([CH2:27][OH:28])[C@@H:24]([OH:29])[C@H:23]2[OH:30])[CH2:8][CH2:9][CH3:10])[CH:6]=[CH:5][CH:4]=[CH:3][CH:2]=1. (7) The product is: [NH2:12][C:9]1[CH:10]=[CH:11][C:6]([NH:5][C:3](=[O:4])[CH2:2][N:15]2[CH2:20][CH2:19][CH2:21][CH2:17][CH2:16]2)=[N:7][CH:8]=1. Given the reactants Cl[CH2:2][C:3]([NH:5][C:6]1[CH:11]=[CH:10][C:9]([N+:12]([O-])=O)=[CH:8][N:7]=1)=[O:4].[NH:15]1[CH2:20][CH2:19]O[CH2:17][CH2:16]1.[C:21](=O)(O)[O-].[Na+].C([O-])=O.[NH4+], predict the reaction product.